From a dataset of Full USPTO retrosynthesis dataset with 1.9M reactions from patents (1976-2016). Predict the reactants needed to synthesize the given product. (1) Given the product [SH:16][C@@H:14]1[CH2:13][N:12]([S:17]([C:20]2[CH:29]=[CH:28][C:27]3[C:22](=[CH:23][CH:24]=[CH:25][CH:26]=3)[CH:21]=2)(=[O:19])=[O:18])[C@H:11]([C:9]([NH:8][C@@H:4]([CH:5]([CH3:7])[CH3:6])[C:3]([OH:30])=[O:2])=[O:10])[CH2:15]1, predict the reactants needed to synthesize it. The reactants are: C[O:2][C:3](=[O:30])[C@@H:4]([NH:8][C:9]([C@@H:11]1[CH2:15][C@H:14]([SH:16])[CH2:13][N:12]1[S:17]([C:20]1[CH:29]=[CH:28][C:27]2[C:22](=[CH:23][CH:24]=[CH:25][CH:26]=2)[CH:21]=1)(=[O:19])=[O:18])=[O:10])[CH:5]([CH3:7])[CH3:6].[Li+].[OH-]. (2) Given the product [OH:16][C:14]1[C:13]2[C:8](=[CH:9][CH:10]=[C:11]([OH:17])[CH:12]=2)[N:7]=[C:6]([C:4]([NH2:18])=[O:3])[N:15]=1, predict the reactants needed to synthesize it. The reactants are: C([O:3][C:4]([C:6]1[N:15]=[C:14]([OH:16])[C:13]2[C:8](=[CH:9][CH:10]=[C:11]([OH:17])[CH:12]=2)[N:7]=1)=O)C.[NH3:18]. (3) Given the product [Br:1][C:2]1[CH:6]=[C:5](/[C:7](=[N:17]/[S:15]([C:12]([CH3:14])([CH3:13])[CH3:11])=[O:16])/[CH2:8][CH3:9])[O:4][N:3]=1, predict the reactants needed to synthesize it. The reactants are: [Br:1][C:2]1[CH:6]=[C:5]([C:7](=O)[CH2:8][CH3:9])[O:4][N:3]=1.[CH3:11][C:12]([S@:15]([NH2:17])=[O:16])([CH3:14])[CH3:13]. (4) The reactants are: [F:1][C:2]1[CH:3]=[CH:4][C:5]2[N:9]=[CH:8][N:7]([CH2:10][C:11]([OH:13])=O)[C:6]=2[C:14]=1[F:15].[NH2:16][CH:17]([C:19]1[CH:24]=[CH:23][C:22]([C:25]([CH3:29])([CH3:28])[C:26]#[N:27])=[CH:21][C:20]=1[CH3:30])[CH3:18].CN(C(ON1N=NC2C=CC=NC1=2)=[N+](C)C)C.F[P-](F)(F)(F)(F)F. Given the product [C:26]([C:25]([C:22]1[CH:23]=[CH:24][C:19]([CH:17]([NH:16][C:11](=[O:13])[CH2:10][N:7]2[C:6]3[C:14]([F:15])=[C:2]([F:1])[CH:3]=[CH:4][C:5]=3[N:9]=[CH:8]2)[CH3:18])=[C:20]([CH3:30])[CH:21]=1)([CH3:28])[CH3:29])#[N:27], predict the reactants needed to synthesize it. (5) Given the product [CH3:37][O:36][C:34](=[O:35])[CH2:33][O:1][C:2]1[CH:7]=[CH:6][C:5]2[C:8]3([CH2:24][O:25][C:4]=2[CH:3]=1)[C:16]1[C:11](=[CH:12][CH:13]=[CH:14][CH:15]=1)[N:10]([CH2:17][C@H:18]1[CH2:22][CH2:21][CH2:20][O:19]1)[C:9]3=[O:23], predict the reactants needed to synthesize it. The reactants are: [OH:1][C:2]1[CH:7]=[CH:6][C:5]2[C:8]3([CH2:24][O:25][C:4]=2[CH:3]=1)[C:16]1[C:11](=[CH:12][CH:13]=[CH:14][CH:15]=1)[N:10]([CH2:17][C@H:18]1[CH2:22][CH2:21][CH2:20][O:19]1)[C:9]3=[O:23].C(=O)([O-])[O-].[K+].[K+].Br[CH2:33][C:34]([O:36][CH3:37])=[O:35]. (6) Given the product [C:1]1([C:7]2[NH:8][C:9]3[C:14]([C:15]=2[CH:16]=[C:24]([C:22]([C:18]([CH3:21])([CH3:20])[CH3:19])=[O:23])[C:25]#[N:26])=[CH:13][CH:12]=[CH:11][CH:10]=3)[CH:2]=[CH:3][CH:4]=[CH:5][CH:6]=1, predict the reactants needed to synthesize it. The reactants are: [C:1]1([C:7]2[NH:8][C:9]3[C:14]([C:15]=2[CH:16]=O)=[CH:13][CH:12]=[CH:11][CH:10]=3)[CH:6]=[CH:5][CH:4]=[CH:3][CH:2]=1.[C:18]([C:22]([CH2:24][C:25]#[N:26])=[O:23])([CH3:21])([CH3:20])[CH3:19].